From a dataset of Reaction yield outcomes from USPTO patents with 853,638 reactions. Predict the reaction yield, written as a fraction of the theoretical maximum amount of product (1.0 means a 100% yield; for example, 0.34 means a 34% yield). (1) The reactants are C(O[CH:4]1[N:9]2[CH:10]=[CH:11][C:12]([CH3:13])=[C:8]2[C:7](=[O:14])[NH:6][CH:5]1[C:15]([O:17][CH2:18][CH3:19])=[O:16])C.[H-].[Na+].CO.O. The catalyst is C1COCC1. The product is [CH3:13][C:12]1[CH:11]=[CH:10][N:9]2[CH:4]=[C:5]([C:15]([O:17][CH2:18][CH3:19])=[O:16])[NH:6][C:7](=[O:14])[C:8]=12. The yield is 1.00. (2) The reactants are Cl.Cl.[NH2:3][S:4]([C:7]1[CH:12]=[CH:11][C:10]([NH:13][NH2:14])=[CH:9][CH:8]=1)(=[O:6])=[O:5].O(C(C)(C)C)[Na].Cl[C:22]1[C:27]([C:28](OCC)=[O:29])=[C:26]([C:33]2[CH:38]=[CH:37][CH:36]=[C:35]([C:39]([F:42])([F:41])[F:40])[CH:34]=2)[N:25]=[C:24]2[N:43]([CH3:46])[N:44]=[CH:45][C:23]=12. The catalyst is C(O)C. The product is [CH3:46][N:43]1[C:24]2=[N:25][C:26]([C:33]3[CH:38]=[CH:37][CH:36]=[C:35]([C:39]([F:42])([F:40])[F:41])[CH:34]=3)=[C:27]3[C:28](=[O:29])[N:13]([C:10]4[CH:9]=[CH:8][C:7]([S:4]([NH2:3])(=[O:6])=[O:5])=[CH:12][CH:11]=4)[NH:14][C:22]3=[C:23]2[CH:45]=[N:44]1. The yield is 0.570. (3) The reactants are Cl[C:2]1[N:7]=[C:6]([CH2:8][CH2:9][C:10]2[CH:15]=[CH:14][CH:13]=[CH:12][C:11]=2[CH2:16][C:17]([NH2:19])=[O:18])[C:5]([Cl:20])=[CH:4][N:3]=1.[NH2:21][C:22]1[CH:23]=[C:24]([C:28](=[O:30])[CH3:29])[CH:25]=[CH:26][CH:27]=1. The catalyst is CC(O)C. The product is [C:28]([C:24]1[CH:23]=[C:22]([NH:21][C:2]2[N:7]=[C:6]([CH2:8][CH2:9][C:10]3[CH:15]=[CH:14][CH:13]=[CH:12][C:11]=3[CH2:16][C:17]([NH2:19])=[O:18])[C:5]([Cl:20])=[CH:4][N:3]=2)[CH:27]=[CH:26][CH:25]=1)(=[O:30])[CH3:29]. The yield is 0.600. (4) The catalyst is CN(C)C=O. The yield is 0.690. The product is [N:1]([CH2:4][C:5]1[CH:20]=[CH:19][C:8]([C:9]([NH:34][C@H:33]([C:35]([O:37][CH3:38])=[O:36])[CH2:32][NH:31][C:23](=[O:30])[C:24]2[CH:29]=[CH:28][CH:27]=[CH:26][CH:25]=2)=[O:11])=[C:7]([Cl:21])[CH:6]=1)=[N+:2]=[N-:3]. The reactants are [N:1]([CH2:4][C:5]1[CH:20]=[CH:19][C:8]([C:9]([O:11]N2C(=O)CCC2=O)=O)=[C:7]([Cl:21])[CH:6]=1)=[N+:2]=[N-:3].Cl.[C:23]([NH:31][CH2:32][C@@H:33]([C:35]([O:37][CH3:38])=[O:36])[NH2:34])(=[O:30])[C:24]1[CH:29]=[CH:28][CH:27]=[CH:26][CH:25]=1.C(N(CC)CC)C. (5) The reactants are OCC(C)(C)C(=O)CC#N.C[O:12][CH2:13][C:14]([C:17]1[O:21][N:20]=[C:19]([NH2:22])[CH:18]=1)([CH3:16])[CH3:15]. No catalyst specified. The product is [NH2:22][C:19]1[CH:18]=[C:17]([C:14]([CH3:16])([CH3:15])[CH2:13][OH:12])[O:21][N:20]=1. The yield is 0.490. (6) The reactants are C(OC([NH:8][C@H:9]([C:11]([NH:13][CH:14]1[N:20]=[C:19]([C:21]2[CH:26]=[CH:25][CH:24]=[CH:23][N:22]=2)[C:18]2[CH:27]=[CH:28][CH:29]=[CH:30][C:17]=2[N:16]([CH2:31][C:32](=[O:37])[C:33]([CH3:36])([CH3:35])[CH3:34])[C:15]1=[O:38])=[O:12])[CH3:10])=O)(C)(C)C.C(O)(C(F)(F)F)=O. No catalyst specified. The product is [NH2:8][C@H:9]([C:11]([NH:13][CH:14]1[N:20]=[C:19]([C:21]2[CH:26]=[CH:25][CH:24]=[CH:23][N:22]=2)[C:18]2[CH:27]=[CH:28][CH:29]=[CH:30][C:17]=2[N:16]([CH2:31][C:32](=[O:37])[C:33]([CH3:35])([CH3:34])[CH3:36])[C:15]1=[O:38])=[O:12])[CH3:10]. The yield is 0.930. (7) The reactants are [F:1][C:2]1[CH:3]=[CH:4][CH:5]=[C:6]2[C:11]=1[CH2:10][C:9](=O)[CH2:8][CH2:7]2.[N+:13]([C:16]1[CH:21]=[CH:20][CH:19]=[CH:18][C:17]=1[S:22]([N:25]([CH2:35][C:36]1[CH:41]=[CH:40][CH:39]=[CH:38][N:37]=1)[CH2:26][C:27]1[CH:32]=[CH:31][C:30]([CH2:33][NH2:34])=[CH:29][CH:28]=1)(=[O:24])=[O:23])([O-:15])=[O:14].[BH-](OC(C)=O)(OC(C)=O)OC(C)=O.[Na+]. The catalyst is C(Cl)Cl.C(O)(=O)C. The product is [N+:13]([C:16]1[CH:21]=[CH:20][CH:19]=[CH:18][C:17]=1[S:22]([N:25]([CH2:35][C:36]1[CH:41]=[CH:40][CH:39]=[CH:38][N:37]=1)[CH2:26][C:27]1[CH:32]=[CH:31][C:30]([CH2:33][NH:34][CH:9]2[CH2:8][CH2:7][C:6]3[C:11](=[C:2]([F:1])[CH:3]=[CH:4][CH:5]=3)[CH2:10]2)=[CH:29][CH:28]=1)(=[O:23])=[O:24])([O-:15])=[O:14]. The yield is 0.920. (8) The reactants are [NH2:1][C:2]1[N:7]=[CH:6][N:5]=[C:4]2[N:8]([C@@H:25]3[CH2:30][CH2:29][CH2:28][N:27]([C:31](=[O:35])[CH2:32][C:33]#[N:34])[CH2:26]3)[N:9]=[C:10]([C:11]3[CH:16]=[CH:15][C:14]([O:17][C:18]4[CH:23]=[CH:22][CH:21]=[CH:20][CH:19]=4)=[CH:13][C:12]=3[F:24])[C:3]=12.[CH:36]1([CH:39]=O)[CH2:38][CH2:37]1.N1CCCCC1.ClCCl. The catalyst is CO. The product is [NH2:1][C:2]1[N:7]=[CH:6][N:5]=[C:4]2[N:8]([C@@H:25]3[CH2:30][CH2:29][CH2:28][N:27]([C:31]([C:32](=[CH:39][CH:36]4[CH2:38][CH2:37]4)[C:33]#[N:34])=[O:35])[CH2:26]3)[N:9]=[C:10]([C:11]3[CH:16]=[CH:15][C:14]([O:17][C:18]4[CH:19]=[CH:20][CH:21]=[CH:22][CH:23]=4)=[CH:13][C:12]=3[F:24])[C:3]=12. The yield is 0.240. (9) The reactants are [C:1]1([CH:11]=O)[C:10]2[C:5](=[CH:6][CH:7]=[CH:8][CH:9]=2)[CH:4]=[CH:3][CH:2]=1.[CH2:13]([O:15][CH:16]([O:19][CH2:20][CH3:21])[CH2:17][NH2:18])[CH3:14].C(O[BH-](OC(=O)C)OC(=O)C)(=O)C.[Na+]. The catalyst is O1CCCC1.C(OCC)(=O)C. The product is [CH2:13]([O:15][CH:16]([O:19][CH2:20][CH3:21])[CH2:17][NH:18][CH2:11][C:1]1[C:10]2[C:5](=[CH:6][CH:7]=[CH:8][CH:9]=2)[CH:4]=[CH:3][CH:2]=1)[CH3:14]. The yield is 0.460.